Predict the reaction yield, written as a fraction of the theoretical maximum amount of product (1.0 means a 100% yield; for example, 0.34 means a 34% yield). From a dataset of Reaction yield outcomes from USPTO patents with 853,638 reactions. (1) The reactants are [CH2:1]([S:3][CH:4]([S:12][CH2:13][CH3:14])[C:5](F)([F:10])[C:6]([F:9])([F:8])[F:7])[CH3:2]. The catalyst is C(Cl)Cl.[OH-].[K+]. The product is [CH2:13]([S:12][C:4]([S:3][CH2:1][CH3:2])=[C:5]([F:10])[C:6]([F:7])([F:8])[F:9])[CH3:14]. The yield is 1.25. (2) The reactants are [F:1][C:2]1([F:13])[C:11](=[O:12])[N:5]2C(C)(C)[O:7][CH2:8][C@H:4]2[CH2:3]1. The catalyst is O.O1CCOCC1. The product is [F:1][C:2]1([F:13])[CH2:3][C@H:4]([CH2:8][OH:7])[NH:5][C:11]1=[O:12]. The yield is 0.890. (3) The catalyst is CN(C)C1C=CN=CC=1.ClC1C=CC=CC=1Cl. The yield is 0.430. The reactants are Cl[C:2]1[C:11]2[C:6](=[CH:7][C:8]([O:14][CH3:15])=[C:9]([O:12][CH3:13])[CH:10]=2)[N:5]=[CH:4][CH:3]=1.[CH:16]([C:19]1[CH:24]=[CH:23][CH:22]=[CH:21][C:20]=1[OH:25])=[CH:17][CH3:18]. The product is [CH3:13][O:12][C:9]1[CH:10]=[C:11]2[C:6](=[CH:7][C:8]=1[O:14][CH3:15])[N:5]=[CH:4][CH:3]=[C:2]2[O:25][C:20]1[CH:21]=[CH:22][CH:23]=[CH:24][C:19]=1[CH:16]=[CH:17][CH3:18]. (4) The reactants are [CH3:1][CH:2]([N:10]1[CH:14]=[C:13]([C:15]2[C:16]3[CH:23]=[CH:22][N:21]([CH2:24][O:25][CH2:26][CH2:27][Si:28]([CH3:31])([CH3:30])[CH3:29])[C:17]=3[N:18]=[CH:19][N:20]=2)[CH:12]=[N:11]1)[CH2:3][N:4]1[CH2:9][CH2:8][NH:7][CH2:6][CH2:5]1.C(N(CC)CC)C.[CH3:39][N:40]1[CH:44]=[CH:43][C:42]([S:45](Cl)(=[O:47])=[O:46])=[N:41]1. The yield is 0.877. The catalyst is ClCCl. The product is [CH3:1][CH:2]([N:10]1[CH:14]=[C:13]([C:15]2[C:16]3[CH:23]=[CH:22][N:21]([CH2:24][O:25][CH2:26][CH2:27][Si:28]([CH3:30])([CH3:29])[CH3:31])[C:17]=3[N:18]=[CH:19][N:20]=2)[CH:12]=[N:11]1)[CH2:3][N:4]1[CH2:9][CH2:8][N:7]([S:45]([C:42]2[CH:43]=[CH:44][N:40]([CH3:39])[N:41]=2)(=[O:47])=[O:46])[CH2:6][CH2:5]1. (5) The reactants are Br[C:2]1[CH:7]=[CH:6][CH:5]=[CH:4][C:3]=1[CH:8]1[CH2:10][CH:9]1[CH:11]1[CH2:13][CH2:12]1.[CH2:14]([NH2:21])[C:15]1[CH:20]=[CH:19][CH:18]=[CH:17][CH:16]=1.C([O-])(C)(C)C.[Na+].C(OCC)(=O)C. The catalyst is C(COC)OC. The product is [CH2:14]([NH:21][C:2]1[CH:7]=[CH:6][CH:5]=[CH:4][C:3]=1[CH:8]1[CH2:10][CH:9]1[CH:11]1[CH2:13][CH2:12]1)[C:15]1[CH:20]=[CH:19][CH:18]=[CH:17][CH:16]=1. The yield is 0.840. (6) The reactants are [O:1]=[C:2]1[C:10]2([C:14]3=[CH:15][C:16]4[O:20][CH2:19][O:18][C:17]=4[CH:21]=[C:13]3[O:12][CH2:11]2)[C:9]2[C:4](=[CH:5][CH:6]=[CH:7][CH:8]=2)[N:3]1[CH2:22][CH2:23][CH:24]1[CH2:29][CH2:28][N:27](C(OC(C)(C)C)=O)[CH2:26][CH2:25]1.[ClH:37].CCOCC. The catalyst is O1CCOCC1. The product is [ClH:37].[NH:27]1[CH2:28][CH2:29][CH:24]([CH2:23][CH2:22][N:3]2[C:4]3[C:9](=[CH:8][CH:7]=[CH:6][CH:5]=3)[C:10]3([C:14]4=[CH:15][C:16]5[O:20][CH2:19][O:18][C:17]=5[CH:21]=[C:13]4[O:12][CH2:11]3)[C:2]2=[O:1])[CH2:25][CH2:26]1. The yield is 0.910. (7) The reactants are Cl[S:2]([C:5]1[S:6][C:7]([CH2:10][O:11][CH2:12][C:13]2[CH:18]=[CH:17][CH:16]=[CH:15][CH:14]=2)=[CH:8][CH:9]=1)(=[O:4])=[O:3].[NH2:19][C:20]1[O:24][N:23]=[C:22]([CH3:25])[C:21]=1[Br:26]. No catalyst specified. The product is [Br:26][C:21]1[C:22]([CH3:25])=[N:23][O:24][C:20]=1[NH:19][S:2]([C:5]1[S:6][C:7]([CH2:10][O:11][CH2:12][C:13]2[CH:18]=[CH:17][CH:16]=[CH:15][CH:14]=2)=[CH:8][CH:9]=1)(=[O:4])=[O:3]. The yield is 0.310.